This data is from Catalyst prediction with 721,799 reactions and 888 catalyst types from USPTO. The task is: Predict which catalyst facilitates the given reaction. (1) Reactant: [F:1][C:2]1[CH:3]=[C:4]([CH:44]=[CH:45][CH:46]=1)[CH2:5][N:6]1[C:10]([CH3:11])=[C:9]([C:12]2[C:20]3[C:15](=[N:16][CH:17]=[C:18]([C:21]4[CH:26]=[CH:25][CH:24]=[C:23]([N:27]5[CH2:32][CH2:31][NH:30][CH2:29][CH2:28]5)[CH:22]=4)[CH:19]=3)[N:14]([S:33]([C:36]3[CH:42]=[CH:41][C:39]([CH3:40])=[CH:38][CH:37]=3)(=[O:35])=[O:34])[CH:13]=2)[C:8]([CH3:43])=[N:7]1.Br[CH2:48][CH2:49][OH:50].C(=O)([O-])[O-].[K+].[K+]. Product: [F:1][C:2]1[CH:3]=[C:4]([CH:44]=[CH:45][CH:46]=1)[CH2:5][N:6]1[C:10]([CH3:11])=[C:9]([C:12]2[C:20]3[C:15](=[N:16][CH:17]=[C:18]([C:21]4[CH:22]=[C:23]([N:27]5[CH2:28][CH2:29][N:30]([CH2:48][CH2:49][OH:50])[CH2:31][CH2:32]5)[CH:24]=[CH:25][CH:26]=4)[CH:19]=3)[N:14]([S:33]([C:36]3[CH:37]=[CH:38][C:39]([CH3:40])=[CH:41][CH:42]=3)(=[O:34])=[O:35])[CH:13]=2)[C:8]([CH3:43])=[N:7]1. The catalyst class is: 3. (2) Reactant: CC(=C)C[O:4][C:5]1[CH:6]=[C:7]([CH:12]=[CH:13][CH:14]=1)[C:8]([O:10][CH3:11])=[O:9]. Product: [OH:4][C:5]1[C:6]([CH2:8][C:7]([CH3:12])=[CH2:6])=[C:7]([CH:12]=[CH:13][CH:14]=1)[C:8]([O:10][CH3:11])=[O:9]. The catalyst class is: 264.